Predict the reactants needed to synthesize the given product. From a dataset of Full USPTO retrosynthesis dataset with 1.9M reactions from patents (1976-2016). (1) Given the product [Cl:12][C:11]1[CH:10]=[CH:9][C:4]([C:5]([O:7][CH3:8])=[O:6])=[C:3]([NH:13][CH2:14][CH2:15][CH2:16][OH:17])[C:2]=1[NH:1][C:29](=[S:30])[NH:28][C:20]1[C:21]([Cl:27])=[CH:22][C:23]([O:25][CH3:26])=[CH:24][C:19]=1[Cl:18], predict the reactants needed to synthesize it. The reactants are: [NH2:1][C:2]1[C:3]([NH:13][CH2:14][CH2:15][CH2:16][OH:17])=[C:4]([CH:9]=[CH:10][C:11]=1[Cl:12])[C:5]([O:7][CH3:8])=[O:6].[Cl:18][C:19]1[CH:24]=[C:23]([O:25][CH3:26])[CH:22]=[C:21]([Cl:27])[C:20]=1[N:28]=[C:29]=[S:30]. (2) Given the product [CH2:15]([O:8][C:5]1[CH:6]=[CH:7][C:2]([I:1])=[CH:3][CH:4]=1)[C:16]1[CH:21]=[CH:20][CH:19]=[CH:18][CH:17]=1, predict the reactants needed to synthesize it. The reactants are: [I:1][C:2]1[CH:7]=[CH:6][C:5]([OH:8])=[CH:4][CH:3]=1.C(=O)([O-])[O-].[K+].[K+].[CH2:15](Br)[C:16]1[CH:21]=[CH:20][CH:19]=[CH:18][CH:17]=1.O. (3) Given the product [NH:16]1[C:17]2[C:13](=[CH:12][C:11]([NH:10][C:9]3[C:4]4[CH:3]=[C:2]([C:22]([CH3:26])=[CH2:21])[NH:20][C:5]=4[N:6]=[CH:7][N:8]=3)=[CH:19][CH:18]=2)[CH:14]=[N:15]1, predict the reactants needed to synthesize it. The reactants are: Br[C:2]1[NH:20][C:5]2[N:6]=[CH:7][N:8]=[C:9]([NH:10][C:11]3[CH:12]=[C:13]4[C:17](=[CH:18][CH:19]=3)[NH:16][N:15]=[CH:14]4)[C:4]=2[CH:3]=1.[CH3:21][C:22]1(C)[C:26](C)(C)OB(C(C)=C)O1.C(=O)([O-])[O-].[K+].[K+]. (4) Given the product [CH3:30][S:27]([C:24]1[CH:25]=[CH:26][C:21]([C:2]2[S:6][C:5]([N+:7]([O-:9])=[O:8])=[C:4]([C:10]([NH2:12])=[O:11])[CH:3]=2)=[CH:22][CH:23]=1)(=[O:29])=[O:28], predict the reactants needed to synthesize it. The reactants are: Br[C:2]1[S:6][C:5]([N+:7]([O-:9])=[O:8])=[C:4]([C:10]([NH2:12])=[O:11])[CH:3]=1.CC1(C)C(C)(C)OB([C:21]2[CH:26]=[CH:25][C:24]([S:27]([CH3:30])(=[O:29])=[O:28])=[CH:23][CH:22]=2)O1.C([O-])([O-])=O.[Na+].[Na+]. (5) Given the product [F:21][C:22]1[CH:27]=[C:26]([F:28])[CH:25]=[CH:24][C:23]=1[NH:29][C:30]([C:14]1[N:10]([S:7]([C:1]2[CH:2]=[CH:3][CH:4]=[CH:5][CH:6]=2)(=[O:8])=[O:9])[N:11]=[C:12]([Cl:15])[CH:13]=1)=[O:31], predict the reactants needed to synthesize it. The reactants are: [C:1]1([S:7]([N:10]2[CH:14]=[CH:13][C:12]([Cl:15])=[N:11]2)(=[O:9])=[O:8])[CH:6]=[CH:5][CH:4]=[CH:3][CH:2]=1.[Li]CCCC.[F:21][C:22]1[CH:27]=[C:26]([F:28])[CH:25]=[CH:24][C:23]=1[N:29]=[C:30]=[O:31].